From a dataset of Full USPTO retrosynthesis dataset with 1.9M reactions from patents (1976-2016). Predict the reactants needed to synthesize the given product. (1) Given the product [F:1][C:2]1[C:3]2[N:4]([C:22]([CH:25]([N:27]3[CH:36]=[CH:35][C:34]4[N:33]=[CH:32][CH:31]=[CH:30][C:29]=4[C:28]3=[O:37])[CH3:26])=[N:23][N:24]=2)[CH:5]=[C:6]([C:8]2[CH:9]=[N:10][N:11]([CH2:13][CH2:14][OH:15])[CH:12]=2)[CH:7]=1, predict the reactants needed to synthesize it. The reactants are: [F:1][C:2]1[C:3]2[N:4]([C:22]([CH:25]([N:27]3[CH:36]=[CH:35][C:34]4[N:33]=[CH:32][CH:31]=[CH:30][C:29]=4[C:28]3=[O:37])[CH3:26])=[N:23][N:24]=2)[CH:5]=[C:6]([C:8]2[CH:9]=[N:10][N:11]([CH2:13][CH2:14][O:15]C3CCCCO3)[CH:12]=2)[CH:7]=1.Cl. (2) Given the product [CH3:1][C:2]1[N:3]2[CH2:9][CH2:8][CH:7]([C:10]([OH:12])=[O:11])[C:4]2=[N:5][N:6]=1, predict the reactants needed to synthesize it. The reactants are: [CH3:1][C:2]1[N:3]2[CH2:9][CH2:8][CH:7]([C:10]([O:12]CC)=[O:11])[C:4]2=[N:5][N:6]=1.[Li+].[OH-]. (3) Given the product [Cl:19][C:10]1[CH:9]=[C:8]([C:4]2[CH:5]=[CH:6][CH:7]=[C:2]([Cl:1])[CH:3]=2)[N:13]=[C:12]([CH2:14][CH3:15])[N:11]=1, predict the reactants needed to synthesize it. The reactants are: [Cl:1][C:2]1[CH:3]=[C:4]([C:8]2[N:13]=[C:12]([CH2:14][CH3:15])[NH:11][C:10](=O)[CH:9]=2)[CH:5]=[CH:6][CH:7]=1.O=P(Cl)(Cl)[Cl:19].C(=O)(O)[O-].[Na+].